The task is: Regression. Given a peptide amino acid sequence and an MHC pseudo amino acid sequence, predict their binding affinity value. This is MHC class II binding data.. This data is from Peptide-MHC class II binding affinity with 134,281 pairs from IEDB. (1) The peptide sequence is YDKFLAFVSTVLTGK. The MHC is DRB1_1602 with pseudo-sequence DRB1_1602. The binding affinity (normalized) is 0.947. (2) The peptide sequence is ILSHVKFNFGDFYSE. The MHC is DRB1_0101 with pseudo-sequence DRB1_0101. The binding affinity (normalized) is 0.0707. (3) The peptide sequence is GELQIVDKIDAARKI. The MHC is DRB4_0101 with pseudo-sequence DRB4_0103. The binding affinity (normalized) is 0.826.